Dataset: Catalyst prediction with 721,799 reactions and 888 catalyst types from USPTO. Task: Predict which catalyst facilitates the given reaction. (1) Reactant: [C:1]([O:5][P:6]([O-:13])([O:8][C:9]([CH3:12])([CH3:11])[CH3:10])=[O:7])([CH3:4])([CH3:3])[CH3:2].C([N+](CCCC)(CCCC)CCCC)CCC.[NH2:31][C:32]1[N:41]=[C:40]([C:42]([N:44]2[CH2:52][C:51]3[C:46](=[CH:47][CH:48]=[CH:49][CH:50]=3)[CH2:45]2)=[O:43])[C:39]2[C:34](=[CH:35][CH:36]=[C:37]([C:53]3[CH:58]=[C:57]([F:59])[C:56]([F:60])=[CH:55][C:54]=3[CH2:61]Cl)[CH:38]=2)[N:33]=1. Product: [P:6]([O:5][C:1]([CH3:4])([CH3:3])[CH3:2])([O:8][C:9]([CH3:12])([CH3:11])[CH3:10])([O:13][CH2:61][C:54]1[CH:55]=[C:56]([F:60])[C:57]([F:59])=[CH:58][C:53]=1[C:37]1[CH:38]=[C:39]2[C:34](=[CH:35][CH:36]=1)[N:33]=[C:32]([NH2:31])[N:41]=[C:40]2[C:42]([N:44]1[CH2:45][C:46]2[C:51](=[CH:50][CH:49]=[CH:48][CH:47]=2)[CH2:52]1)=[O:43])=[O:7]. The catalyst class is: 10. (2) Reactant: C(NC(C)C)(C)C.C([Li])CCC.[Br:13][C:14]1[CH:15]=[C:16]([F:20])[CH:17]=[CH:18][CH:19]=1.[Cl-].[NH4+].[O:23]1CCC[CH2:24]1. Product: [Br:13][C:14]1[CH:19]=[CH:18][CH:17]=[C:16]([F:20])[C:15]=1[CH:24]=[O:23]. The catalyst class is: 145.